Binary Classification. Given a T-cell receptor sequence (or CDR3 region) and an epitope sequence, predict whether binding occurs between them. From a dataset of TCR-epitope binding with 47,182 pairs between 192 epitopes and 23,139 TCRs. (1) The epitope is SSNVANYQK. The TCR CDR3 sequence is CASSLDPLAYEQYF. Result: 0 (the TCR does not bind to the epitope). (2) The epitope is RLYYDSMSY. The TCR CDR3 sequence is CASSFLVKDTQYF. Result: 0 (the TCR does not bind to the epitope). (3) The epitope is YLNTLTLAV. The TCR CDR3 sequence is CASSAGGYNEQFF. Result: 1 (the TCR binds to the epitope). (4) The epitope is RLRPGGKKR. The TCR CDR3 sequence is CASTGGDYGYTF. Result: 0 (the TCR does not bind to the epitope).